Dataset: Reaction yield outcomes from USPTO patents with 853,638 reactions. Task: Predict the reaction yield, written as a fraction of the theoretical maximum amount of product (1.0 means a 100% yield; for example, 0.34 means a 34% yield). (1) The reactants are C(O[CH:4](OCC)[CH2:5][O:6][C:7]1[CH:12]=[CH:11][C:10](SC2C=CC=CC=2)=[CH:9][CH:8]=1)C. The catalyst is C1C=CC=CC=1. The product is [O:6]1[C:7]2[CH:12]=[CH:11][CH:10]=[CH:9][C:8]=2[CH:4]=[CH:5]1. The yield is 0.890. (2) The reactants are [NH2:1][C:2]([NH2:4])=[O:3].[F:5][CH:6]([C:11](OC)=[O:12])[C:7](OC)=[O:8].C[O-].[Na+]. The catalyst is CO. The product is [F:5][C:6]1[C:7](=[O:8])[NH:1][C:2](=[O:3])[NH:4][C:11]=1[OH:12]. The yield is 0.550. (3) The reactants are Br[C:2]1[N:3]([CH2:9][O:10][CH2:11][CH2:12][Si:13]([CH3:16])([CH3:15])[CH3:14])[CH:4]=[C:5]([C:7]#[N:8])[N:6]=1.C([Mg]Cl)(C)C.C([C:24]([O:26][CH2:27][CH3:28])=[O:25])#N. The catalyst is C1COCC1. The product is [CH2:27]([O:26][C:24]([C:2]1[N:3]([CH2:9][O:10][CH2:11][CH2:12][Si:13]([CH3:16])([CH3:15])[CH3:14])[CH:4]=[C:5]([C:7]#[N:8])[N:6]=1)=[O:25])[CH3:28]. The yield is 0.740. (4) The reactants are [CH3:1][O:2][C:3](=[O:30])[CH2:4][CH2:5][CH:6]([NH:15][C:16](=[O:29])[CH2:17][CH2:18][CH2:19][CH2:20][CH2:21][CH2:22][C:23]1[CH:28]=[CH:27][CH:26]=[CH:25][CH:24]=1)[CH2:7][C:8]1[CH:13]=[CH:12][C:11]([OH:14])=[CH:10][CH:9]=1.Cl.[N:32]1[CH:37]=[CH:36][CH:35]=[C:34]([CH2:38]Cl)[CH:33]=1. No catalyst specified. The product is [CH3:1][O:2][C:3](=[O:30])[CH2:4][CH2:5][CH:6]([NH:15][C:16](=[O:29])[CH2:17][CH2:18][CH2:19][CH2:20][CH2:21][CH2:22][C:23]1[CH:24]=[CH:25][CH:26]=[CH:27][CH:28]=1)[CH2:7][C:8]1[CH:13]=[CH:12][C:11]([O:14][CH2:38][C:34]2[CH:33]=[N:32][CH:37]=[CH:36][CH:35]=2)=[CH:10][CH:9]=1. The yield is 0.690. (5) The reactants are FC(F)(F)S(O[C:7]1[CH:20]=[C:19]2[C:10]([O:11][C:12]3[CH:13]=[CH:14][C:15]([C:27]4[C:28]([F:33])=[N:29][CH:30]=[CH:31][CH:32]=4)=[CH:16][C:17]=3[C:18]32[CH2:25][CH2:24][O:23][C:22]([NH2:26])=[N:21]3)=[C:9]([F:34])[CH:8]=1)(=O)=O.CN(C=O)C.C[Si](C)(C)[C:44]#[C:45][C:46]1([CH3:50])[CH2:49][O:48][CH2:47]1. The catalyst is CCOC(C)=O.C1C=CC([P]([Pd]([P](C2C=CC=CC=2)(C2C=CC=CC=2)C2C=CC=CC=2)([P](C2C=CC=CC=2)(C2C=CC=CC=2)C2C=CC=CC=2)[P](C2C=CC=CC=2)(C2C=CC=CC=2)C2C=CC=CC=2)(C2C=CC=CC=2)C2C=CC=CC=2)=CC=1.[Cu]I. The product is [F:34][C:9]1[C:10]2[O:11][C:12]3[C:17](=[CH:16][C:15]([C:27]4[C:28]([F:33])=[N:29][CH:30]=[CH:31][CH:32]=4)=[CH:14][CH:13]=3)[C:18]3([CH2:25][CH2:24][O:23][C:22]([NH2:26])=[N:21]3)[C:19]=2[CH:20]=[C:7]([C:44]#[C:45][C:46]2([CH3:50])[CH2:49][O:48][CH2:47]2)[CH:8]=1. The yield is 0.261. (6) The reactants are [Cl:1][C:2]1[N:7]=[C:6]([C:8]2[S:12][C:11]([N:13]3[CH2:18][CH2:17][NH:16][CH2:15][CH2:14]3)=[N:10][C:9]=2[C:19]2[C:20]([F:37])=[C:21]([NH:25][S:26]([C:29]3[C:34]([F:35])=[CH:33][CH:32]=[CH:31][C:30]=3[F:36])(=[O:28])=[O:27])[CH:22]=[CH:23][CH:24]=2)[CH:5]=[CH:4][N:3]=1.[CH3:38][S:39](Cl)(=[O:41])=[O:40]. The catalyst is C(Cl)Cl. The product is [Cl:1][C:2]1[N:7]=[C:6]([C:8]2[S:12][C:11]([N:13]3[CH2:18][CH2:17][N:16]([S:39]([CH3:38])(=[O:41])=[O:40])[CH2:15][CH2:14]3)=[N:10][C:9]=2[C:19]2[C:20]([F:37])=[C:21]([NH:25][S:26]([C:29]3[C:30]([F:36])=[CH:31][CH:32]=[CH:33][C:34]=3[F:35])(=[O:28])=[O:27])[CH:22]=[CH:23][CH:24]=2)[CH:5]=[CH:4][N:3]=1. The yield is 0.960.